From a dataset of NCI-60 drug combinations with 297,098 pairs across 59 cell lines. Regression. Given two drug SMILES strings and cell line genomic features, predict the synergy score measuring deviation from expected non-interaction effect. (1) Drug 1: CC12CCC3C(C1CCC2=O)CC(=C)C4=CC(=O)C=CC34C. Drug 2: CC1=CC=C(C=C1)C2=CC(=NN2C3=CC=C(C=C3)S(=O)(=O)N)C(F)(F)F. Cell line: IGROV1. Synergy scores: CSS=9.05, Synergy_ZIP=-3.43, Synergy_Bliss=-6.77, Synergy_Loewe=-5.33, Synergy_HSA=-5.32. (2) Drug 1: CCC1=CC2CC(C3=C(CN(C2)C1)C4=CC=CC=C4N3)(C5=C(C=C6C(=C5)C78CCN9C7C(C=CC9)(C(C(C8N6C)(C(=O)OC)O)OC(=O)C)CC)OC)C(=O)OC.C(C(C(=O)O)O)(C(=O)O)O. Drug 2: CC(C1=C(C=CC(=C1Cl)F)Cl)OC2=C(N=CC(=C2)C3=CN(N=C3)C4CCNCC4)N. Cell line: MCF7. Synergy scores: CSS=24.4, Synergy_ZIP=-1.92, Synergy_Bliss=-0.105, Synergy_Loewe=-14.0, Synergy_HSA=0.951. (3) Drug 1: C1CCC(C1)C(CC#N)N2C=C(C=N2)C3=C4C=CNC4=NC=N3. Synergy scores: CSS=36.7, Synergy_ZIP=3.51, Synergy_Bliss=5.57, Synergy_Loewe=-7.89, Synergy_HSA=7.08. Cell line: SK-OV-3. Drug 2: CC1CCC2CC(C(=CC=CC=CC(CC(C(=O)C(C(C(=CC(C(=O)CC(OC(=O)C3CCCCN3C(=O)C(=O)C1(O2)O)C(C)CC4CCC(C(C4)OC)O)C)C)O)OC)C)C)C)OC. (4) Drug 1: C1=CN(C(=O)N=C1N)C2C(C(C(O2)CO)O)O.Cl. Drug 2: CN(CCCl)CCCl.Cl. Cell line: K-562. Synergy scores: CSS=40.3, Synergy_ZIP=-3.60, Synergy_Bliss=-4.06, Synergy_Loewe=-1.00, Synergy_HSA=1.64. (5) Drug 1: COC1=C(C=C2C(=C1)N=CN=C2NC3=CC(=C(C=C3)F)Cl)OCCCN4CCOCC4. Drug 2: CC1C(C(CC(O1)OC2CC(CC3=C2C(=C4C(=C3O)C(=O)C5=C(C4=O)C(=CC=C5)OC)O)(C(=O)C)O)N)O.Cl. Cell line: SF-539. Synergy scores: CSS=44.8, Synergy_ZIP=6.68, Synergy_Bliss=12.5, Synergy_Loewe=12.8, Synergy_HSA=13.5. (6) Drug 1: CC1=C2C(C(=O)C3(C(CC4C(C3C(C(C2(C)C)(CC1OC(=O)C(C(C5=CC=CC=C5)NC(=O)C6=CC=CC=C6)O)O)OC(=O)C7=CC=CC=C7)(CO4)OC(=O)C)O)C)OC(=O)C. Drug 2: CC(C)(C#N)C1=CC=C(C=C1)N2C3=C4C=C(C=CC4=NC=C3N(C2=O)C)C5=CC6=CC=CC=C6N=C5. Cell line: T-47D. Synergy scores: CSS=57.8, Synergy_ZIP=6.82, Synergy_Bliss=5.68, Synergy_Loewe=9.69, Synergy_HSA=11.6. (7) Drug 1: CC12CCC3C(C1CCC2O)C(CC4=C3C=CC(=C4)O)CCCCCCCCCS(=O)CCCC(C(F)(F)F)(F)F. Drug 2: C(CC(=O)O)C(=O)CN.Cl. Cell line: SK-MEL-28. Synergy scores: CSS=5.13, Synergy_ZIP=-6.81, Synergy_Bliss=-1.37, Synergy_Loewe=-2.91, Synergy_HSA=-1.05.